Dataset: Reaction yield outcomes from USPTO patents with 853,638 reactions. Task: Predict the reaction yield, written as a fraction of the theoretical maximum amount of product (1.0 means a 100% yield; for example, 0.34 means a 34% yield). (1) The reactants are [F:1][C:2]1[CH:3]=[C:4]([C:8]2[S:9][C:10]([NH:13][CH3:14])=[CH:11][N:12]=2)[CH:5]=[N:6][CH:7]=1.[C:15](Cl)(Cl)=[O:16].[CH3:19][S:20][CH2:21][CH2:22][NH2:23]. The catalyst is ClCCCl.CN(C1C=CN=CC=1)C. The product is [F:1][C:2]1[CH:3]=[C:4]([C:8]2[S:9][C:10]([N:13]([CH3:14])[C:15]([NH:23][CH2:22][CH2:21][S:20][CH3:19])=[O:16])=[CH:11][N:12]=2)[CH:5]=[N:6][CH:7]=1. The yield is 0.810. (2) The reactants are [F:1][C:2]([F:11])([F:10])[C:3]1[C:4]([NH2:9])=[N:5][CH:6]=[CH:7][CH:8]=1.[Br:12]Br.O. The catalyst is C(O)(=O)C. The product is [Br:12][C:7]1[CH:8]=[C:3]([C:2]([F:1])([F:10])[F:11])[C:4]([NH2:9])=[N:5][CH:6]=1. The yield is 0.740.